From a dataset of Reaction yield outcomes from USPTO patents with 853,638 reactions. Predict the reaction yield, written as a fraction of the theoretical maximum amount of product (1.0 means a 100% yield; for example, 0.34 means a 34% yield). The reactants are [OH:1][C:2]1[CH:3]=[C:4]2[C:9](=[CH:10][CH:11]=1)[C:8](=[O:12])[CH2:7][CH2:6][CH2:5]2.Br[CH2:14][CH:15]1[CH2:17][CH2:16]1.C([O-])([O-])=O.[K+].[K+]. The catalyst is C(#N)C.CCOC(C)=O. The product is [CH:15]1([CH2:14][O:1][C:2]2[CH:3]=[C:4]3[C:9](=[CH:10][CH:11]=2)[C:8](=[O:12])[CH2:7][CH2:6][CH2:5]3)[CH2:17][CH2:16]1. The yield is 0.870.